This data is from Peptide-MHC class I binding affinity with 185,985 pairs from IEDB/IMGT. The task is: Regression. Given a peptide amino acid sequence and an MHC pseudo amino acid sequence, predict their binding affinity value. This is MHC class I binding data. (1) The peptide sequence is SVANRSKQK. The MHC is HLA-A11:01 with pseudo-sequence HLA-A11:01. The binding affinity (normalized) is 0.772. (2) The peptide sequence is FPASHMATY. The MHC is HLA-A03:01 with pseudo-sequence HLA-A03:01. The binding affinity (normalized) is 0.0847. (3) The peptide sequence is GRFQEALKK. The MHC is HLA-B15:01 with pseudo-sequence HLA-B15:01. The binding affinity (normalized) is 0.0847. (4) The peptide sequence is KIFFRPTTI. The MHC is HLA-A32:01 with pseudo-sequence HLA-A32:01. The binding affinity (normalized) is 0.992. (5) The peptide sequence is TKDLQKVCYV. The MHC is Mamu-B08 with pseudo-sequence Mamu-B08. The binding affinity (normalized) is 0.